From a dataset of Reaction yield outcomes from USPTO patents with 853,638 reactions. Predict the reaction yield, written as a fraction of the theoretical maximum amount of product (1.0 means a 100% yield; for example, 0.34 means a 34% yield). (1) The reactants are [CH2:1]([O:8][C:9]1[CH:18]=[C:17]2[C:12]([C:13](Cl)=[N:14][CH:15]=[N:16]2)=[CH:11][C:10]=1[O:20][CH3:21])[C:2]1[CH:7]=[CH:6][CH:5]=[CH:4][CH:3]=1.C(=O)([O-])[O-].[K+].[K+].[CH3:28][C:29]1[NH:30][C:31]2[C:36]([C:37]=1[CH3:38])=[CH:35][C:34]([OH:39])=[CH:33][CH:32]=2. The catalyst is CN(C=O)C. The product is [CH2:1]([O:8][C:9]1[CH:18]=[C:17]2[C:12]([C:13]([O:39][C:34]3[CH:35]=[C:36]4[C:31](=[CH:32][CH:33]=3)[NH:30][C:29]([CH3:28])=[C:37]4[CH3:38])=[N:14][CH:15]=[N:16]2)=[CH:11][C:10]=1[O:20][CH3:21])[C:2]1[CH:7]=[CH:6][CH:5]=[CH:4][CH:3]=1. The yield is 0.460. (2) The reactants are [NH2:1][C:2]1[CH:12]=[C:11]([F:13])[CH:10]=[CH:9][C:3]=1[C:4]([NH:6][O:7][CH3:8])=[O:5].[CH3:14][N:15]1[CH:19]=[C:18]([NH:20][C:21]2[CH:26]=[C:25](I)[C:24]([C:28]([F:31])([F:30])[F:29])=[CH:23][N:22]=2)[C:17]([CH3:32])=[N:16]1. No catalyst specified. The product is [CH3:14][N:15]1[CH:19]=[C:18]([NH:20][C:21]2[CH:26]=[C:25]([NH:1][C:2]3[CH:12]=[C:11]([F:13])[CH:10]=[CH:9][C:3]=3[C:4]([NH:6][O:7][CH3:8])=[O:5])[C:24]([C:28]([F:30])([F:29])[F:31])=[CH:23][N:22]=2)[C:17]([CH3:32])=[N:16]1. The yield is 0.396.